Dataset: NCI-60 drug combinations with 297,098 pairs across 59 cell lines. Task: Regression. Given two drug SMILES strings and cell line genomic features, predict the synergy score measuring deviation from expected non-interaction effect. (1) Drug 1: C1=NC2=C(N1)C(=S)N=CN2. Drug 2: N.N.Cl[Pt+2]Cl. Cell line: U251. Synergy scores: CSS=59.2, Synergy_ZIP=-6.79, Synergy_Bliss=-8.84, Synergy_Loewe=-10.7, Synergy_HSA=-3.52. (2) Drug 1: CC1=C2C(C(=O)C3(C(CC4C(C3C(C(C2(C)C)(CC1OC(=O)C(C(C5=CC=CC=C5)NC(=O)OC(C)(C)C)O)O)OC(=O)C6=CC=CC=C6)(CO4)OC(=O)C)OC)C)OC. Drug 2: CS(=O)(=O)CCNCC1=CC=C(O1)C2=CC3=C(C=C2)N=CN=C3NC4=CC(=C(C=C4)OCC5=CC(=CC=C5)F)Cl. Cell line: MALME-3M. Synergy scores: CSS=34.3, Synergy_ZIP=8.78, Synergy_Bliss=12.7, Synergy_Loewe=-8.08, Synergy_HSA=10.1.